Dataset: Full USPTO retrosynthesis dataset with 1.9M reactions from patents (1976-2016). Task: Predict the reactants needed to synthesize the given product. (1) Given the product [NH2:1][C:2]1[N:7]=[C:6]([N:8]2[CH2:32][CH2:31][C:11]3([CH2:15][N:14]([C:16]([O:18][CH2:19][C:20]4[CH:25]=[CH:24][CH:23]=[CH:22][CH:21]=4)=[O:17])[C@H:13]([C:26]([O:28][CH2:29][CH3:30])=[O:27])[CH2:12]3)[CH2:10][CH2:9]2)[CH:5]=[C:4]([O:33][C@H:34]([C:39]2[CH:44]=[CH:43][C:42]([CH:52]=[CH2:53])=[CH:41][C:40]=2[N:46]2[CH:50]=[CH:49][C:48]([CH3:51])=[N:47]2)[C:35]([F:38])([F:37])[F:36])[N:3]=1, predict the reactants needed to synthesize it. The reactants are: [NH2:1][C:2]1[N:7]=[C:6]([N:8]2[CH2:32][CH2:31][C:11]3([CH2:15][N:14]([C:16]([O:18][CH2:19][C:20]4[CH:25]=[CH:24][CH:23]=[CH:22][CH:21]=4)=[O:17])[C@H:13]([C:26]([O:28][CH2:29][CH3:30])=[O:27])[CH2:12]3)[CH2:10][CH2:9]2)[CH:5]=[C:4]([O:33][C@H:34]([C:39]2[CH:44]=[CH:43][C:42](Br)=[CH:41][C:40]=2[N:46]2[CH:50]=[CH:49][C:48]([CH3:51])=[N:47]2)[C:35]([F:38])([F:37])[F:36])[N:3]=1.[CH3:52][C:53]1(C)C(C)(C)OB(C=C)O1. (2) Given the product [C:33]([O:32][C:30]([N:27]1[CH2:28][CH2:29][CH:1]([C:2]2[NH:3][C:4]([C:8]3[CH:9]=[C:10]([CH:14]=[CH:15][C:16]=3[CH3:17])[C:11]([OH:13])=[O:12])=[C:5]([CH3:7])[N:6]=2)[CH2:25][CH2:26]1)=[O:31])([CH3:36])([CH3:35])[CH3:34], predict the reactants needed to synthesize it. The reactants are: [CH3:1][C:2]1[NH:3][C:4]([C:8]2[CH:9]=[C:10]([CH:14]=[CH:15][C:16]=2[CH3:17])[C:11]([OH:13])=[O:12])=[C:5]([CH3:7])[N:6]=1.IC1NC(C2[CH2:29][CH2:28][N:27]([C:30]([O:32][C:33]([CH3:36])([CH3:35])[CH3:34])=[O:31])[CH2:26][CH2:25]2)=NC=1C.IC1NC(C)=NC=1C. (3) The reactants are: Cl[C:2]1[N:7]=[C:6]([S:8][CH2:9][C:10]2[CH:11]=[C:12]([CH:16]=[CH:17][CH:18]=2)[C:13]([NH2:15])=[O:14])[C:5]([C:19]#[N:20])=[C:4]([C:21]2[CH:26]=[CH:25][C:24]([O:27][CH:28]3[CH2:32][CH2:31][O:30][CH2:29]3)=[CH:23][CH:22]=2)[C:3]=1[C:33]#[N:34].[NH2:35][CH2:36][C@H:37]([OH:40])[CH2:38][OH:39].CS(C)=O. Given the product [C:19]([C:5]1[C:6]([S:8][CH2:9][C:10]2[CH:11]=[C:12]([CH:16]=[CH:17][CH:18]=2)[C:13]([NH2:15])=[O:14])=[N:7][C:2]([NH:35][CH2:36][C@H:37]([OH:40])[CH2:38][OH:39])=[C:3]([C:33]#[N:34])[C:4]=1[C:21]1[CH:26]=[CH:25][C:24]([O:27][CH:28]2[CH2:32][CH2:31][O:30][CH2:29]2)=[CH:23][CH:22]=1)#[N:20], predict the reactants needed to synthesize it. (4) Given the product [Cl:28][C:29]1[CH:30]=[CH:31][C:5]([CH2:6][N:1]2[CH2:42][CH2:37][CH2:38][CH:7]([CH2:8][O:9][C:10]3[CH:11]=[CH:12][C:13]([C:16]4[NH:20][C:19]5[CH:21]=[CH:22][C:23]([C:25]([NH2:27])=[O:26])=[CH:24][C:18]=5[N:17]=4)=[CH:14][CH:15]=3)[CH2:2]2)=[CH:4][CH:3]=1, predict the reactants needed to synthesize it. The reactants are: [NH:1]1[CH2:6][CH2:5][CH2:4][CH2:3][CH:2]1[CH2:7][CH2:8][O:9][C:10]1[CH:15]=[CH:14][C:13]([C:16]2[NH:20][C:19]3[CH:21]=[CH:22][C:23]([C:25]([NH2:27])=[O:26])=[CH:24][C:18]=3[N:17]=2)=[CH:12][CH:11]=1.[Cl:28][C:29]1C=CC(C=O)=[CH:31][CH:30]=1.[C:37]1(C)[CH:42]=CC(C=O)=C[CH:38]=1. (5) Given the product [O:17]1[CH:21]=[CH:20][CH:19]=[C:18]1[C:22]1[N:3]2[N:4]=[C:5]([C:8]3[CH:13]=[CH:12][CH:11]=[C:10]([N+:14]([O-:16])=[O:15])[CH:9]=3)[CH:6]=[CH:7][C:2]2=[N:25][N:24]=1, predict the reactants needed to synthesize it. The reactants are: Cl[C:2]1[N:3]=[N:4][C:5]([C:8]2[CH:13]=[CH:12][CH:11]=[C:10]([N+:14]([O-:16])=[O:15])[CH:9]=2)=[CH:6][CH:7]=1.[O:17]1[CH:21]=[CH:20][CH:19]=[C:18]1[C:22]([NH:24][NH2:25])=O.